Task: Regression. Given a peptide amino acid sequence and an MHC pseudo amino acid sequence, predict their binding affinity value. This is MHC class I binding data.. Dataset: Peptide-MHC class I binding affinity with 185,985 pairs from IEDB/IMGT (1) The peptide sequence is QQRPDLILV. The MHC is HLA-A66:01 with pseudo-sequence HLA-A66:01. The binding affinity (normalized) is 0.213. (2) The peptide sequence is VYDPLQPEL. The MHC is HLA-A23:01 with pseudo-sequence HLA-A23:01. The binding affinity (normalized) is 0.126. (3) The peptide sequence is VERLKHGTFG. The MHC is HLA-B40:01 with pseudo-sequence HLA-B40:01. The binding affinity (normalized) is 0. (4) The peptide sequence is GMSKEPGVV. The MHC is HLA-A02:03 with pseudo-sequence HLA-A02:03. The binding affinity (normalized) is 0.655. (5) The peptide sequence is FMLCLLLLSV. The MHC is HLA-A02:02 with pseudo-sequence HLA-A02:02. The binding affinity (normalized) is 0.431. (6) The peptide sequence is VLGATLLFFVIAL. The MHC is HLA-A02:02 with pseudo-sequence HLA-A02:02. The binding affinity (normalized) is 0.361. (7) The peptide sequence is EFVSANLAM. The MHC is HLA-B27:03 with pseudo-sequence HLA-B27:03. The binding affinity (normalized) is 0.0847. (8) The peptide sequence is EGIEGRIAY. The MHC is HLA-B15:01 with pseudo-sequence HLA-B15:01. The binding affinity (normalized) is 0.471. (9) The peptide sequence is SPLFLIVAAL. The MHC is HLA-B35:01 with pseudo-sequence HLA-B35:01. The binding affinity (normalized) is 0.250.